From a dataset of Reaction yield outcomes from USPTO patents with 853,638 reactions. Predict the reaction yield, written as a fraction of the theoretical maximum amount of product (1.0 means a 100% yield; for example, 0.34 means a 34% yield). (1) The reactants are C([NH:6][C:7]1[CH:12]=[CH:11][C:10]([N+:13]([O-:15])=[O:14])=[CH:9][C:8]=1[C:16]#[C:17][C:18]([CH3:24])([CH3:23])[C:19]([O:21][CH3:22])=[O:20])(=O)CCC. The catalyst is C(#N)C. The product is [CH3:23][C:18]([C:17]1[NH:6][C:7]2[C:8]([CH:16]=1)=[CH:9][C:10]([N+:13]([O-:15])=[O:14])=[CH:11][CH:12]=2)([CH3:24])[C:19]([O:21][CH3:22])=[O:20]. The yield is 0.230. (2) The reactants are B.C1COCC1.[Br:7][C:8]1[C:16]([F:17])=[CH:15][C:11]([C:12](O)=[O:13])=[C:10]([Cl:18])[CH:9]=1. The catalyst is C1COCC1. The product is [Br:7][C:8]1[C:16]([F:17])=[CH:15][C:11]([CH2:12][OH:13])=[C:10]([Cl:18])[CH:9]=1. The yield is 0.930. (3) The reactants are [NH2:1][C@H:2](C(N)=O)[CH2:3][C:4]1C=CC(O)=C[CH:5]=1.Cl.C([N:17]([CH2:20]C)[CH2:18][CH3:19])C. The catalyst is O1CCOCC1. The product is [N:17]1[C:18]2[CH:19]=[CH:5][CH:4]=[CH:3][C:2]=2[NH:1][CH:20]=1. The yield is 0.720. (4) The product is [CH3:1][N:2]1[C:6]([Sn:13]([CH3:16])([CH3:15])[CH3:14])=[CH:5][N:4]=[N:3]1. The catalyst is O1CCCC1. The yield is 0.900. The reactants are [CH3:1][N:2]1[CH:6]=[CH:5][N:4]=[N:3]1.C([Li])CCC.Cl[Sn:13]([CH3:16])([CH3:15])[CH3:14]. (5) The reactants are [C:1]([C:3]1[CH:8]=[CH:7][C:6]([NH:9][C:10](=[O:18])[C:11]2[CH:16]=[CH:15][CH:14]=[CH:13][C:12]=2[CH3:17])=[CH:5][CH:4]=1)#[CH:2].Br[C:20]1[CH:21]=[N:22][CH:23]=[C:24]([CH:37]=1)[C:25]([N:27]=[S@@:28]([CH3:36])(=[O:35])[C:29]1[CH:34]=[CH:33][CH:32]=[CH:31][CH:30]=1)=[O:26]. No catalyst specified. The product is [CH3:17][C:12]1[CH:13]=[CH:14][CH:15]=[CH:16][C:11]=1[C:10]([NH:9][C:6]1[CH:5]=[CH:4][C:3]([C:1]#[C:2][C:20]2[CH:21]=[N:22][CH:23]=[C:24]([CH:37]=2)[C:25]([N:27]=[S@@:28]([CH3:36])(=[O:35])[C:29]2[CH:34]=[CH:33][CH:32]=[CH:31][CH:30]=2)=[O:26])=[CH:8][CH:7]=1)=[O:18]. The yield is 0.750. (6) The product is [CH3:28][O:29][C:30](=[O:38])[C:31]1[CH:36]=[CH:35][C:34]([O:8][CH:5]2[CH2:6][CH2:7][N:2]([CH3:1])[CH2:3][CH2:4]2)=[CH:33][CH:32]=1. The reactants are [CH3:1][N:2]1[CH2:7][CH2:6][CH:5]([OH:8])[CH2:4][CH2:3]1.C1C=CC(P(C2C=CC=CC=2)C2C=CC=CC=2)=CC=1.[CH3:28][O:29][C:30](=[O:38])[C:31]1[CH:36]=[CH:35][C:34](O)=[CH:33][CH:32]=1.N(C(OCC)=O)=NC(OCC)=O. The yield is 0.750. The catalyst is C1COCC1. (7) The reactants are FC(F)(F)C(O)=O.[CH2:8]([C@H:11]1[CH2:15][NH:14][CH2:13][C@@:12]1([N:28]=[N+:29]=[N-:30])[C:16]([O:18][CH2:19][C:20](=[O:27])[C:21]1[CH:26]=[CH:25][CH:24]=[CH:23][CH:22]=1)=[O:17])[CH:9]=[CH2:10].[CH2:31]([N:38]([C:43]([O:45][C:46]([CH3:49])([CH3:48])[CH3:47])=[O:44])[CH2:39][C:40](O)=[O:41])[C:32]1[CH:37]=[CH:36][CH:35]=[CH:34][CH:33]=1.CCN(CC)CC.F[P-](F)(F)(F)(F)F.C[N+](C)=C(N(C)C)ON1C2N=CC=CC=2N=N1. The catalyst is C(Cl)Cl. The product is [CH2:8]([C@H:11]1[CH2:15][N:14]([C:40](=[O:41])[CH2:39][N:38]([CH2:31][C:32]2[CH:37]=[CH:36][CH:35]=[CH:34][CH:33]=2)[C:43]([O:45][C:46]([CH3:49])([CH3:47])[CH3:48])=[O:44])[CH2:13][C@@:12]1([N:28]=[N+:29]=[N-:30])[C:16]([O:18][CH2:19][C:20](=[O:27])[C:21]1[CH:26]=[CH:25][CH:24]=[CH:23][CH:22]=1)=[O:17])[CH:9]=[CH2:10]. The yield is 0.640.